This data is from Reaction yield outcomes from USPTO patents with 853,638 reactions. The task is: Predict the reaction yield, written as a fraction of the theoretical maximum amount of product (1.0 means a 100% yield; for example, 0.34 means a 34% yield). (1) The reactants are [NH:1]1[C:9]2[C:4](=[CH:5][CH:6]=[CH:7][CH:8]=2)[CH2:3][C:2]1=[O:10].[NH:11]1[C:19]2[C:14](=[CH:15][C:16]([CH:20]=O)=[CH:17][CH:18]=2)[CH:13]=[N:12]1.N1CCCCC1. The catalyst is CCO. The product is [NH:11]1[C:19]2[C:14](=[CH:15][C:16](/[CH:20]=[C:3]3/[C:2](=[O:10])[NH:1][C:9]4[C:4]/3=[CH:5][CH:6]=[CH:7][CH:8]=4)=[CH:17][CH:18]=2)[CH:13]=[N:12]1. The yield is 0.0760. (2) The reactants are N[C:2]1[CH:11]=[C:10]([Br:12])[CH:9]=[CH:8][C:3]=1[C:4](OC)=[O:5].N([O-])=O.[Na+].[S:17](=[O:19])=[O:18].[OH-].[NH4+:21]. The catalyst is Cl.O.O1CCCC1.[Cu]Cl. The product is [Br:12][C:10]1[CH:9]=[CH:8][C:3]2[C:4](=[O:5])[NH:21][S:17](=[O:19])(=[O:18])[C:2]=2[CH:11]=1. The yield is 0.100. (3) The reactants are [OH:1][C:2]1[CH:9]=[C:8]([O:10][CH3:11])[C:5]([CH:6]=[O:7])=[C:4]([O:12][CH3:13])[CH:3]=1.CN(C1C=CC=CN=1)C.[S:23](O[S:23]([C:26](F)(F)F)(=[O:25])=[O:24])([C:26](F)(F)F)(=[O:25])=[O:24].Cl. The catalyst is ClCCl. The product is [CH:6]([C:5]1[C:4]([O:12][CH3:13])=[CH:3][C:2]([O:1][S:23]([CH3:26])(=[O:25])=[O:24])=[CH:9][C:8]=1[O:10][CH3:11])=[O:7]. The yield is 0.730. (4) The reactants are Br[C:2]1[CH:8]=[CH:7][C:6]([C:9]([F:12])([F:11])[F:10])=[CH:5][C:3]=1[NH2:4].[C:13]([O:17][CH3:18])(=[O:16])[CH:14]=[CH2:15].CC1C=CC=CC=1P(C1C=CC=CC=1C)C1C=CC=CC=1C.C(N(CC)CC)C. The catalyst is CC([O-])=O.CC([O-])=O.[Pd+2].C(#N)C. The product is [NH2:4][C:3]1[CH:5]=[C:6]([C:9]([F:12])([F:11])[F:10])[CH:7]=[CH:8][C:2]=1/[CH:15]=[CH:14]/[C:13]([O:17][CH3:18])=[O:16]. The yield is 0.370. (5) The reactants are [Cl:1][C:2]1[CH:7]=[CH:6][C:5]([CH:8]([NH:21][C:22]2[CH:27]=[C:26]([CH3:28])[C:25](=[O:29])[N:24]([CH3:30])[CH:23]=2)[C:9]2[N:10]([CH:18]3[CH2:20][CH2:19]3)[CH:11]=[CH:12][C:13]=2[C:14]([O:16]C)=[O:15])=[CH:4][CH:3]=1.[OH-].[Na+]. The catalyst is C1COCC1.CO. The product is [Cl:1][C:2]1[CH:3]=[CH:4][C:5]([CH:8]([NH:21][C:22]2[CH:27]=[C:26]([CH3:28])[C:25](=[O:29])[N:24]([CH3:30])[CH:23]=2)[C:9]2[N:10]([CH:18]3[CH2:19][CH2:20]3)[CH:11]=[CH:12][C:13]=2[C:14]([OH:16])=[O:15])=[CH:6][CH:7]=1. The yield is 0.890. (6) The reactants are CS([O:5][CH:6]([C:8]1[C:13]([Cl:14])=[CH:12][CH:11]=[C:10]([F:15])[C:9]=1[Cl:16])[CH3:7])(=O)=O.[Br:17][C:18]1[CH:19]=[C:20]([N+:35]([O-])=O)[C:21]([CH:24](C(OCC)=O)[C:25](OCC)=O)=[N:22][CH:23]=1.C([O-])([O-])=O.[K+].[K+]. The catalyst is CN(C)C=O. The product is [Br:17][C:18]1[CH:19]=[C:20]2[N:35]([O:5][CH:6]([C:8]3[C:13]([Cl:14])=[CH:12][CH:11]=[C:10]([F:15])[C:9]=3[Cl:16])[CH3:7])[CH:25]=[CH:24][C:21]2=[N:22][CH:23]=1. The yield is 0.780. (7) The reactants are [F:1][C:2]([F:26])([F:25])[C:3]1[CH:8]=[CH:7][C:6]([C:9]2[CH:14]=[CH:13][C:12]([CH2:15][O:16][C:17]3[CH:22]=[CH:21][CH:20]=[CH:19][C:18]=3[CH2:23]O)=[CH:11][CH:10]=2)=[CH:5][CH:4]=1.[BrH:27].[C:28]1([PH+:34]([C:41]2[CH:46]=[CH:45][CH:44]=[CH:43][CH:42]=2)[C:35]2[CH:40]=[CH:39][CH:38]=[CH:37][CH:36]=2)[CH:33]=[CH:32][CH:31]=[CH:30][CH:29]=1. The catalyst is C(#N)C. The product is [Br-:27].[C:41]1([P+:34]([C:28]2[CH:29]=[CH:30][CH:31]=[CH:32][CH:33]=2)([C:35]2[CH:40]=[CH:39][CH:38]=[CH:37][CH:36]=2)[CH2:23][C:18]2[CH:19]=[CH:20][CH:21]=[CH:22][C:17]=2[O:16][CH2:15][C:12]2[CH:13]=[CH:14][C:9]([C:6]3[CH:7]=[CH:8][C:3]([C:2]([F:1])([F:25])[F:26])=[CH:4][CH:5]=3)=[CH:10][CH:11]=2)[CH:42]=[CH:43][CH:44]=[CH:45][CH:46]=1. The yield is 0.920.